This data is from Reaction yield outcomes from USPTO patents with 853,638 reactions. The task is: Predict the reaction yield, written as a fraction of the theoretical maximum amount of product (1.0 means a 100% yield; for example, 0.34 means a 34% yield). The reactants are NS(N)(=O)=O.Cl[CH2:7][CH2:8][S:9]([N:12]1[CH2:17][CH2:16][CH:15]([C:18]2[C:26]3[C:21](=[C:22]([C:32]([NH2:34])=[O:33])[CH:23]=[C:24]([C:27]4[CH:31]=[CH:30][S:29][CH:28]=4)[CH:25]=3)[NH:20][CH:19]=2)[CH2:14][CH2:13]1)(=[O:11])=[O:10].[CH3:35][NH:36][CH3:37].C1COCC1.C([O-])([O-])=O.[K+].[K+].[Na+].[I-]. No catalyst specified. The product is [CH3:35][N:36]([CH3:37])[CH2:7][CH2:8][S:9]([N:12]1[CH2:17][CH2:16][CH:15]([C:18]2[C:26]3[C:21](=[C:22]([C:32]([NH2:34])=[O:33])[CH:23]=[C:24]([C:27]4[CH:31]=[CH:30][S:29][CH:28]=4)[CH:25]=3)[NH:20][CH:19]=2)[CH2:14][CH2:13]1)(=[O:11])=[O:10]. The yield is 0.130.